Dataset: Reaction yield outcomes from USPTO patents with 853,638 reactions. Task: Predict the reaction yield, written as a fraction of the theoretical maximum amount of product (1.0 means a 100% yield; for example, 0.34 means a 34% yield). (1) The reactants are [C:1]([O:5][C:6]([N:8]1[CH2:13][CH2:12][CH:11]([NH2:14])[CH2:10][CH2:9]1)=[O:7])([CH3:4])([CH3:3])[CH3:2].Br[C:16]1[CH:23]=[CH:22][C:19]([C:20]#[N:21])=[CH:18][CH:17]=1.C(O[Na])(C)(C)C. The catalyst is C1C=CC(/C=C/C(/C=C/C2C=CC=CC=2)=O)=CC=1.C1C=CC(/C=C/C(/C=C/C2C=CC=CC=2)=O)=CC=1.C1C=CC(/C=C/C(/C=C/C2C=CC=CC=2)=O)=CC=1.[Pd].[Pd].C1(C)C=CC=CC=1. The product is [C:1]([O:5][C:6]([N:8]1[CH2:13][CH2:12][CH:11]([NH:14][C:16]2[CH:23]=[CH:22][C:19]([C:20]#[N:21])=[CH:18][CH:17]=2)[CH2:10][CH2:9]1)=[O:7])([CH3:4])([CH3:2])[CH3:3]. The yield is 0.830. (2) The reactants are C(O[C:4](=[O:10])[CH2:5][CH2:6][O:7][CH2:8][CH3:9])C.[Li+].C[Si]([N-][Si](C)(C)C)(C)C.[CH:21]1([NH:26][C:27]2[C:32]([CH:33]=O)=[CH:31][N:30]=[C:29]([S:35][CH3:36])[N:28]=2)[CH2:25][CH2:24][CH2:23][CH2:22]1. The catalyst is O1CCCC1.C(OCC)(=O)C.O. The product is [CH:21]1([N:26]2[C:27]3[N:28]=[C:29]([S:35][CH3:36])[N:30]=[CH:31][C:32]=3[CH:33]=[C:5]([CH2:6][O:7][CH2:8][CH3:9])[C:4]2=[O:10])[CH2:22][CH2:23][CH2:24][CH2:25]1. The yield is 0.349. (3) The reactants are [CH3:1][O:2][C:3]1[N:8]=[CH:7][C:6]([C:9]2[C:13]([CH3:14])=[C:12]([NH2:15])[N:11]([C:16]3[CH:21]=[CH:20][CH:19]=[CH:18][CH:17]=3)[N:10]=2)=[CH:5][N:4]=1.C1(C2C=CC([CH2:31][O:32]C)=CC=2CN)CC1.[CH3:36][O:37][CH2:38][C:39]1[CH:40]=[CH:41][C:42]([O:47][C:48]([F:51])([F:50])[F:49])=[C:43]([CH2:45][NH2:46])[CH:44]=1. No catalyst specified. The product is [CH3:36][O:37][CH2:38][C:39]1[CH:40]=[CH:41][C:42]([O:47][C:48]([F:49])([F:50])[F:51])=[C:43]([CH:44]=1)[CH2:45][NH:46][C:31]([NH:15][C:12]1[N:11]([C:16]2[CH:21]=[CH:20][CH:19]=[CH:18][CH:17]=2)[N:10]=[C:9]([C:6]2[CH:5]=[N:4][C:3]([O:2][CH3:1])=[N:8][CH:7]=2)[C:13]=1[CH3:14])=[O:32]. The yield is 0.210. (4) The product is [NH2:3][O:12][CH:13]1[CH2:14][N:15]([C:25]([O:27][C:28]([CH3:29])([CH3:30])[CH3:31])=[O:26])[N:16]([C:18]([O:20][C:21]([CH3:24])([CH3:23])[CH3:22])=[O:19])[CH2:17]1. The catalyst is C(O)C. The reactants are O=C1C2C(=CC=CC=2)C(=O)[N:3]1[O:12][CH:13]1[CH2:17][N:16]([C:18]([O:20][C:21]([CH3:24])([CH3:23])[CH3:22])=[O:19])[N:15]([C:25]([O:27][C:28]([CH3:31])([CH3:30])[CH3:29])=[O:26])[CH2:14]1.C(Cl)Cl.O.NN. The yield is 0.830. (5) The reactants are CC(N(C)C)=O.[Cl:7][C:8]1[CH:13]=[CH:12][C:11]([Cl:14])=[CH:10][C:9]=1[OH:15].C(=O)([O-])[O-].[Na+:20].[Na+].Br[CH2:23][CH2:24][CH2:25][S:26]([O-:29])(=[O:28])=[O:27].[Na+]. The catalyst is O.C1(C)C=CC=CC=1. The product is [Cl:7][C:8]1[CH:13]=[CH:12][C:11]([Cl:14])=[CH:10][C:9]=1[O:15][CH2:23][CH2:24][CH2:25][S:26]([O-:29])(=[O:28])=[O:27].[Na+:20]. The yield is 0.770. (6) The reactants are Br[C:2]1[N:7]=[C:6]([C:8]2[CH:12]=[C:11]([CH3:13])[NH:10][C:9]=2[CH3:14])[CH:5]=[CH:4][CH:3]=1.[F:15][C:16]1[CH:21]=[CH:20][C:19](B(O)O)=[C:18]([CH3:25])[C:17]=1[CH3:26].C(=O)([O-])[O-].[Na+].[Na+].C(O)C. The catalyst is C1C=CC([P]([Pd]([P](C2C=CC=CC=2)(C2C=CC=CC=2)C2C=CC=CC=2)([P](C2C=CC=CC=2)(C2C=CC=CC=2)C2C=CC=CC=2)[P](C2C=CC=CC=2)(C2C=CC=CC=2)C2C=CC=CC=2)(C2C=CC=CC=2)C2C=CC=CC=2)=CC=1.O. The product is [CH3:14][C:9]1[NH:10][C:11]([CH3:13])=[CH:12][C:8]=1[C:6]1[CH:5]=[CH:4][CH:3]=[C:2]([C:19]2[CH:20]=[CH:21][C:16]([F:15])=[C:17]([CH3:26])[C:18]=2[CH3:25])[N:7]=1. The yield is 0.890. (7) The reactants are C(OC([N:11]1[CH2:16][CH2:15][N:14]([C:17](=[O:49])[CH:18]([NH:29][C:30]([N:32]2[CH2:37][CH2:36][CH:35]([N:38]3[CH2:47][C:46]4[C:41](=[CH:42][CH:43]=[CH:44][CH:45]=4)[NH:40][C:39]3=[O:48])[CH2:34][CH2:33]2)=[O:31])[CH2:19][C:20]2[CH:21]=[C:22]3[C:26](=[CH:27][CH:28]=2)[NH:25][N:24]=[CH:23]3)[CH2:13][CH2:12]1)=O)C1C=CC=CC=1.C. The catalyst is CO. The product is [NH:25]1[C:26]2[C:22](=[CH:21][C:20]([CH2:19][CH:18]([NH:29][C:30]([N:32]3[CH2:33][CH2:34][CH:35]([N:38]4[CH2:47][C:46]5[C:41](=[CH:42][CH:43]=[CH:44][CH:45]=5)[NH:40][C:39]4=[O:48])[CH2:36][CH2:37]3)=[O:31])[C:17](=[O:49])[N:14]3[CH2:15][CH2:16][NH:11][CH2:12][CH2:13]3)=[CH:28][CH:27]=2)[CH:23]=[N:24]1. The yield is 0.910. (8) The reactants are [CH3:1][C:2]1[O:6][C:5]([C:7]2[CH:12]=[CH:11][CH:10]=[CH:9][CH:8]=2)=[N:4][C:3]=1[CH2:13][O:14][C:15]1[CH:23]=[CH:22][C:18]([CH2:19][O:20][NH2:21])=[CH:17][CH:16]=1.O=[C:25]([C:33]1[CH:34]=[N:35][CH:36]=[CH:37][CH:38]=1)[CH2:26][CH2:27][C:28]([O:30][CH2:31][CH3:32])=[O:29].C(O)(=O)C.C([O-])(=O)C.[Na+]. The catalyst is C(OCC)(=O)C.CCCCCC.O.C(O)C. The yield is 0.730. The product is [CH3:1][C:2]1[O:6][C:5]([C:7]2[CH:8]=[CH:9][CH:10]=[CH:11][CH:12]=2)=[N:4][C:3]=1[CH2:13][O:14][C:15]1[CH:16]=[CH:17][C:18]([CH2:19][O:20][N:21]=[C:25]([C:33]2[CH:34]=[N:35][CH:36]=[CH:37][CH:38]=2)[CH2:26][CH2:27][C:28]([O:30][CH2:31][CH3:32])=[O:29])=[CH:22][CH:23]=1.